Dataset: Reaction yield outcomes from USPTO patents with 853,638 reactions. Task: Predict the reaction yield, written as a fraction of the theoretical maximum amount of product (1.0 means a 100% yield; for example, 0.34 means a 34% yield). (1) The yield is 1.00. No catalyst specified. The product is [ClH:29].[O:1]=[C:2]1[NH:11][C:10]2[N:9]=[CH:8][C:7](/[CH:12]=[CH:13]/[C:14]([OH:16])=[O:15])=[CH:6][C:5]=2[CH2:4][CH2:3]1. The reactants are [O:1]=[C:2]1[NH:11][C:10]2[N:9]=[CH:8][C:7](/[CH:12]=[CH:13]/[C:14]([O:16]C(C)(C)C)=[O:15])=[CH:6][C:5]=2[CH2:4][CH2:3]1.C(O)(C(F)(F)F)=O.C(Cl)[Cl:29]. (2) The reactants are [CH2:1]([N:5]1[CH2:10][CH2:9][O:8][CH:7]([CH2:11][NH:12][C:13]2[C:14]3[N:15]([CH:21]=[CH:22][CH:23]=3)[N:16]=[CH:17][C:18]=2[C:19]#[N:20])[CH2:6]1)[CH:2]([CH3:4])[CH3:3].[NH4+].[OH-:25].[OH:26]O. The catalyst is CCO. The product is [C:19]([C:18]1[CH:17]=[N:16][N:15]2[CH:21]=[CH:22][CH:23]=[C:14]2[C:13]=1[NH:12][CH2:11][CH:7]1[O:8][CH2:9][CH2:10][N+:5]([O-:26])([CH2:1][CH:2]([CH3:4])[CH3:3])[CH2:6]1)(=[O:25])[NH2:20]. The yield is 0.374.